Predict the reaction yield, written as a fraction of the theoretical maximum amount of product (1.0 means a 100% yield; for example, 0.34 means a 34% yield). From a dataset of Reaction yield outcomes from USPTO patents with 853,638 reactions. The reactants are [F:1][C:2]1[CH:3]=[C:4]([CH:12]=[C:13]([F:17])[C:14]=1[CH:15]=[O:16])[C:5]([O:7][C:8]([CH3:11])([CH3:10])[CH3:9])=[O:6].[BH4-].[Na+]. The catalyst is CO. The product is [F:1][C:2]1[CH:3]=[C:4]([CH:12]=[C:13]([F:17])[C:14]=1[CH2:15][OH:16])[C:5]([O:7][C:8]([CH3:11])([CH3:10])[CH3:9])=[O:6]. The yield is 0.970.